Dataset: Forward reaction prediction with 1.9M reactions from USPTO patents (1976-2016). Task: Predict the product of the given reaction. (1) Given the reactants [OH:1][CH2:2][C:3]1[C:4]2[CH:11]=[C:10]([C:12]([N:14]3[CH2:19][CH2:18][N:17]([CH:20]([CH3:22])[CH3:21])[CH2:16][CH2:15]3)=[O:13])[CH:9]=[CH:8][C:5]=2[S:6][CH:7]=1, predict the reaction product. The product is: [CH:20]([N:17]1[CH2:16][CH2:15][N:14]([C:12]([C:10]2[CH:9]=[CH:8][C:5]3[S:6][CH:7]=[C:3]([CH:2]=[O:1])[C:4]=3[CH:11]=2)=[O:13])[CH2:19][CH2:18]1)([CH3:22])[CH3:21]. (2) Given the reactants Br.[NH2:2][C:3]1[N:12]=[C:6]2[CH:7]=[CH:8][C:9]([OH:11])=[CH:10][N:5]2[N:4]=1.[CH:13]1([C:16](Cl)=[O:17])[CH2:15][CH2:14]1, predict the reaction product. The product is: [OH:11][C:9]1[CH:8]=[CH:7][C:6]2[N:5]([N:4]=[C:3]([NH:2][C:16]([CH:13]3[CH2:15][CH2:14]3)=[O:17])[N:12]=2)[CH:10]=1. (3) Given the reactants [C:1]([O:7][C:8]1[CH:21]=[C:20]([CH:22]=C)[C:11]2[C:12]([CH2:15][C:16]([O:18][CH3:19])=[O:17])=[CH:13][S:14][C:10]=2[CH:9]=1)(=[O:6])[C:2]([CH3:5])([CH3:4])[CH3:3].CC(C)=[O:26].C[N+]1([O-])CCOCC1, predict the reaction product. The product is: [C:1]([O:7][C:8]1[CH:21]=[C:20]([CH:22]=[O:26])[C:11]2[C:12]([CH2:15][C:16]([O:18][CH3:19])=[O:17])=[CH:13][S:14][C:10]=2[CH:9]=1)(=[O:6])[C:2]([CH3:3])([CH3:4])[CH3:5]. (4) Given the reactants [CH:1]1([C:7]([CH2:18][O:19]C)([C:13](OCC)=[O:14])[C:8]([O:10][CH2:11]C)=O)[CH2:6][CH2:5][CH2:4][CH2:3][CH2:2]1.[H-].[Al+3].[Li+].[H-].[H-].[H-].[OH-].[Na+].S([O-])([O-])(=O)=O.[Na+].[Na+], predict the reaction product. The product is: [CH:1]1([C:7]([CH2:8][O:10][CH3:11])([CH2:13][OH:14])[CH2:18][OH:19])[CH2:6][CH2:5][CH2:4][CH2:3][CH2:2]1. (5) Given the reactants [H-].[Na+].[NH2:3][C:4]1[CH:9]=[CH:8][C:7]([C:10]2[C:11]([C:17]([O:19][CH2:20][CH3:21])=[O:18])=[CH:12][NH:13][C:14]=2[C:15]#[N:16])=[CH:6][C:5]=1[F:22].[NH2:23]OP(=O)(C1C=CC=CC=1)C1C=CC=CC=1, predict the reaction product. The product is: [NH2:23][N:13]1[C:14]([C:15]#[N:16])=[C:10]([C:7]2[CH:8]=[CH:9][C:4]([NH2:3])=[C:5]([F:22])[CH:6]=2)[C:11]([C:17]([O:19][CH2:20][CH3:21])=[O:18])=[CH:12]1. (6) Given the reactants Br[CH2:2][C@@H:3]([C:5]1[CH:10]=[CH:9][C:8]([C:11]([F:14])([F:13])[F:12])=[C:7]([F:15])[CH:6]=1)[OH:4].C([O-])([O-])=O.[K+].[K+].CC(C)=O, predict the reaction product. The product is: [F:15][C:7]1[CH:6]=[C:5]([C@@H:3]2[CH2:2][O:4]2)[CH:10]=[CH:9][C:8]=1[C:11]([F:14])([F:13])[F:12]. (7) Given the reactants [F:1][C:2]1[CH:3]=[C:4]([C:8]2[N:28]=[C:11]3[CH:12]=[C:13]([NH:16][C:17]([C:19]4[N:23]([CH3:24])[N:22]=[CH:21][C:20]=4[C:25]([OH:27])=O)=[O:18])[CH:14]=[CH:15][N:10]3[N:9]=2)[CH:5]=[CH:6][CH:7]=1.Cl.[CH3:30][O:31][CH:32]1[CH2:35][NH:34][CH2:33]1, predict the reaction product. The product is: [F:1][C:2]1[CH:3]=[C:4]([C:8]2[N:28]=[C:11]3[CH:12]=[C:13]([NH:16][C:17]([C:19]4[N:23]([CH3:24])[N:22]=[CH:21][C:20]=4[C:25]([N:34]4[CH2:35][CH:32]([O:31][CH3:30])[CH2:33]4)=[O:27])=[O:18])[CH:14]=[CH:15][N:10]3[N:9]=2)[CH:5]=[CH:6][CH:7]=1.